Task: Predict the product of the given reaction.. Dataset: Forward reaction prediction with 1.9M reactions from USPTO patents (1976-2016) (1) Given the reactants [CH2:1]([O:8][C@H:9]1[C@H:14]([O:15][CH2:16][C:17]2[CH:22]=[CH:21][CH:20]=[CH:19][CH:18]=2)[C@@H:13]([O:23][CH2:24][C:25]2[CH:30]=[CH:29][CH:28]=[CH:27][CH:26]=2)[C@@:12]([C:33]2[CH:38]=[CH:37][C:36]([Cl:39])=[C:35]([CH2:40][C:41]3[CH:46]=[CH:45][C:44]([O:47][CH2:48][C:49]4[CH:54]=[CH:53][CH:52]=[CH:51][CH:50]=4)=[CH:43][CH:42]=3)[CH:34]=2)([O:31][CH3:32])[O:11][C@@H:10]1[CH2:55][OH:56])[C:2]1[CH:7]=[CH:6][CH:5]=[CH:4][CH:3]=1.I(C1C=CC=CC=1C(O)=O)(=O)=O, predict the reaction product. The product is: [CH2:1]([O:8][C@H:9]1[C@H:14]([O:15][CH2:16][C:17]2[CH:18]=[CH:19][CH:20]=[CH:21][CH:22]=2)[C@@H:13]([O:23][CH2:24][C:25]2[CH:30]=[CH:29][CH:28]=[CH:27][CH:26]=2)[C@@:12]([C:33]2[CH:38]=[CH:37][C:36]([Cl:39])=[C:35]([CH2:40][C:41]3[CH:42]=[CH:43][C:44]([O:47][CH2:48][C:49]4[CH:54]=[CH:53][CH:52]=[CH:51][CH:50]=4)=[CH:45][CH:46]=3)[CH:34]=2)([O:31][CH3:32])[O:11][C@@H:10]1[CH:55]=[O:56])[C:2]1[CH:3]=[CH:4][CH:5]=[CH:6][CH:7]=1. (2) Given the reactants [CH3:1][O:2][CH2:3][C:4]([NH:6][C:7]1[CH:8]=[C:9]([C:13]2[N:22]=[C:21]([NH:23][C:24]3[CH:25]=[C:26]4[C:30](=[CH:31][CH:32]=3)[N:29](C(OC(C)(C)C)=O)[N:28]=[CH:27]4)[C:20]3[C:15](=[CH:16][CH:17]=[CH:18][CH:19]=3)[N:14]=2)[CH:10]=[CH:11][CH:12]=1)=[O:5].C(O)(C(F)(F)F)=O.C(Cl)[Cl:48], predict the reaction product. The product is: [NH:29]1[C:30]2[C:26](=[CH:25][C:24]([NH:23][C:21]3[C:20]4[C:15](=[CH:16][CH:17]=[CH:18][CH:19]=4)[N:14]=[C:13]([C:9]4[CH:8]=[C:7]([NH:6][C:4](=[O:5])[CH2:3][O:2][CH3:1])[CH:12]=[CH:11][CH:10]=4)[N:22]=3)=[CH:32][CH:31]=2)[CH:27]=[N:28]1.[CH3:1][O:2][CH2:3][C:4]([Cl:48])=[O:5].